From a dataset of Full USPTO retrosynthesis dataset with 1.9M reactions from patents (1976-2016). Predict the reactants needed to synthesize the given product. (1) Given the product [OH:17][C:15]1[C:9]2[C@@H:10]([CH3:14])[O:11][C:12](=[O:13])[C:8]=2[NH:7][C:5](=[O:6])[C:4]=1[C:3]([O:2][CH3:1])=[O:19], predict the reactants needed to synthesize it. The reactants are: [CH3:1][O:2][C:3](=[O:19])[CH2:4][C:5]([NH:7][C:8]1[C:12](=[O:13])[O:11][C@H:10]([CH3:14])[C:9]=1[C:15]([O:17]C)=O)=[O:6].C[O-].[Na+].CO.N#N. (2) Given the product [NH2:1][C:2]1[C:7]([F:8])=[C:6]([C:21]2[CH:20]=[CH:19][C:18]([Si:33]([CH3:34])([CH3:36])[CH3:35])=[C:17]([F:16])[C:22]=2[F:23])[N:5]=[C:4]([C:10]([O:12][CH3:13])=[O:11])[C:3]=1[O:14][CH3:15], predict the reactants needed to synthesize it. The reactants are: [NH2:1][C:2]1[C:7]([F:8])=[C:6](Cl)[N:5]=[C:4]([C:10]([O:12][CH3:13])=[O:11])[C:3]=1[O:14][CH3:15].[F:16][C:17]1[C:22]([F:23])=[C:21](B2OC(C)(C)C(C)(C)O2)[CH:20]=[CH:19][C:18]=1[Si:33]([CH3:36])([CH3:35])[CH3:34].C(=O)([O-])[O-].[Na+].[Na+].CC#N. (3) Given the product [C:25]([NH:1][C:2]1[CH:15]=[CH:14][C:13]2[C:12](=[O:16])[C:11]3[C:6](=[CH:7][C:8]([NH:17][C:24](=[O:34])[CH2:23][CH2:22][CH3:21])=[CH:9][CH:10]=3)[C:5](=[O:18])[C:4]=2[CH:3]=1)(=[O:29])[CH2:26][CH2:27][CH3:28], predict the reactants needed to synthesize it. The reactants are: [NH2:1][C:2]1[CH:15]=[CH:14][C:13]2[C:12](=[O:16])[C:11]3[C:6](=[CH:7][C:8]([NH2:17])=[CH:9][CH:10]=3)[C:5](=[O:18])[C:4]=2[CH:3]=1.N1[CH:24]=[CH:23][CH:22]=[CH:21]C=1.[C:25](Cl)(=[O:29])[CH2:26][CH2:27][CH3:28].CN(C)C=[O:34]. (4) Given the product [CH:26]1([C:31]2([CH2:39][CH2:40][C:41]3[CH:46]=[CH:45][C:44]([O:47][CH3:48])=[CH:43][C:42]=3[O:49][CH3:50])[O:36][C:35](=[O:37])[C:34]([CH2:11][C:9]3[N:10]=[C:5]4[N:4]=[CH:3][C:2]([CH3:1])=[CH:7][N:6]4[N:8]=3)=[C:33]([OH:38])[CH2:32]2)[CH2:30][CH2:29][CH2:28][CH2:27]1, predict the reactants needed to synthesize it. The reactants are: [CH3:1][C:2]1[CH:3]=[N:4][C:5]2[N:6]([N:8]=[C:9]([CH:11]=O)[N:10]=2)[CH:7]=1.CC1C=C(C)N2N=C(C=O)N=C2N=1.[CH:26]1([C:31]2([CH2:39][CH2:40][C:41]3[CH:46]=[CH:45][C:44]([O:47][CH3:48])=[CH:43][C:42]=3[O:49][CH3:50])[O:36][C:35](=[O:37])[CH:34]=[C:33]([OH:38])[CH2:32]2)[CH2:30][CH2:29][CH2:28][CH2:27]1.ClC1C=C(CCC2(C3CCCC3)OC(=O)CC(=O)C2)C=C(CC)C=1OC. (5) Given the product [CH3:1][C:2]1[C:6]([C:7]2[CH:8]=[C:9]([C:28]3[N:32]([C:33]4[CH:38]=[CH:37][CH:36]=[CH:35][CH:34]=4)[N:31]=[CH:30][C:29]=3[CH3:39])[C:10]3[NH:14][C:13](=[O:15])[NH:12][C:11]=3[CH:16]=2)=[C:5]([CH3:26])[O:4][N:3]=1, predict the reactants needed to synthesize it. The reactants are: [CH3:1][C:2]1[C:6]([C:7]2[CH:8]=[C:9](B3OC(C)(C)C(C)(C)O3)[C:10]3[NH:14][C:13](=[O:15])[NH:12][C:11]=3[CH:16]=2)=[C:5]([CH3:26])[O:4][N:3]=1.Br[C:28]1[N:32]([C:33]2[CH:38]=[CH:37][CH:36]=[CH:35][CH:34]=2)[N:31]=[CH:30][C:29]=1[CH3:39].COCCOC.C([O-])([O-])=O.[Cs+].[Cs+]. (6) Given the product [Cl:1][C:2]1[CH:9]=[CH:8][C:5]([CH2:6][C:12]#[N:13])=[C:4]([O:10][CH3:11])[CH:3]=1, predict the reactants needed to synthesize it. The reactants are: [Cl:1][C:2]1[CH:9]=[CH:8][C:5]([CH2:6]Br)=[C:4]([O:10][CH3:11])[CH:3]=1.[C-:12]#[N:13].[Na+]. (7) The reactants are: FC(F)(F)[C:3]1[CH:4]=[C:5]([N:9]2[CH2:14][CH2:13][N:12]([CH2:15][CH2:16][N:17]3[C:26](=[O:27])[C:25]4[C:20](=[CH:21][CH:22]=[CH:23][CH:24]=4)[N:19]=[CH:18]3)[CH2:11][CH2:10]2)[CH:6]=[CH:7][CH:8]=1.[C:30]1(C)C=CC=CC=1N1CCNCC1. Given the product [C:4]1([CH3:30])[CH:3]=[CH:8][CH:7]=[CH:6][C:5]=1[N:9]1[CH2:10][CH2:11][N:12]([CH2:15][CH2:16][N:17]2[C:26](=[O:27])[C:25]3[C:20](=[CH:21][CH:22]=[CH:23][CH:24]=3)[N:19]=[CH:18]2)[CH2:13][CH2:14]1, predict the reactants needed to synthesize it. (8) Given the product [Br:31][C:14]1[C:13]2[CH:12]=[CH:11][C:10]3[CH:9]=[CH:8][CH:7]=[CH:6][C:23]=3[C:22]=2[CH:21]=[C:20]2[C:15]=1[CH:16]=[CH:17][CH:18]=[CH:19]2, predict the reactants needed to synthesize it. The reactants are: CN(C=O)C.[CH:6]1[C:23]2[C:22]3[CH:21]=[C:20]4[C:15]([CH:16]=[CH:17][CH:18]=[CH:19]4)=[CH:14][C:13]=3[CH:12]=[CH:11][C:10]=2[CH:9]=[CH:8][CH:7]=1.C1C(=O)N([Br:31])C(=O)C1. (9) Given the product [CH2:29]([O:28][C:25]1[N:26]=[CH:27][C:22]([NH:8][C:5]2[N:4]=[C:3]([C:9]3[N:13]([CH:14]4[CH2:19][CH2:18][O:17][CH2:16][CH2:15]4)[C:12]([CH3:20])=[N:11][CH:10]=3)[C:2]([F:1])=[CH:7][N:6]=2)=[CH:23][CH:24]=1)[CH3:30], predict the reactants needed to synthesize it. The reactants are: [F:1][C:2]1[C:3]([C:9]2[N:13]([CH:14]3[CH2:19][CH2:18][O:17][CH2:16][CH2:15]3)[C:12]([CH3:20])=[N:11][CH:10]=2)=[N:4][C:5]([NH2:8])=[N:6][CH:7]=1.Br[C:22]1[CH:23]=[CH:24][C:25]([O:28][CH2:29][CH3:30])=[N:26][CH:27]=1.